Dataset: Forward reaction prediction with 1.9M reactions from USPTO patents (1976-2016). Task: Predict the product of the given reaction. (1) Given the reactants [C:1]([O:5][C:6]([N:8]1[CH2:13][CH2:12][N:11]([C:14]2[CH:19]=[C:18]([C:20]3[CH:25]=[CH:24][CH:23]=[CH:22][C:21]=3[CH3:26])[C:17]([C:27](=[O:30])[NH:28][CH3:29])=[CH:16][N:15]=2)[CH2:10][CH2:9]1)=[O:7])([CH3:4])([CH3:3])[CH3:2].C[Si](C)(C)[N-][Si](C)(C)C.[K+].[F:41][C:42]([F:56])([F:55])[C:43]1[CH:44]=[C:45]([CH:48]=[C:49]([C:51]([F:54])([F:53])[F:52])[CH:50]=1)[CH2:46]Br.[OH-].[Na+], predict the reaction product. The product is: [C:1]([O:5][C:6]([N:8]1[CH2:13][CH2:12][N:11]([C:14]2[CH:19]=[C:18]([C:20]3[CH:25]=[CH:24][CH:23]=[CH:22][C:21]=3[CH3:26])[C:17]([C:27](=[O:30])[N:28]([CH2:46][C:45]3[CH:48]=[C:49]([C:51]([F:53])([F:54])[F:52])[CH:50]=[C:43]([C:42]([F:41])([F:55])[F:56])[CH:44]=3)[CH3:29])=[CH:16][N:15]=2)[CH2:10][CH2:9]1)=[O:7])([CH3:4])([CH3:3])[CH3:2]. (2) Given the reactants C1C2C(=CC=CC=2)C=CC=1COC([N:15]1[CH2:20][CH2:19][C@H:18]([O:21][C:22]2[CH:23]=[CH:24][CH:25]=[C:26]3[C:31]=2[N:30]=[C:29]([C:32]2[N:36]4[CH:37]=[CH:38][C:39]([O:41][CH2:42][CH2:43][O:44][CH3:45])=[CH:40][C:35]4=[N:34][CH:33]=2)[CH:28]=[CH:27]3)[C@H:17]([OH:46])[CH2:16]1)=O, predict the reaction product. The product is: [CH3:45][O:44][CH2:43][CH2:42][O:41][C:39]1[CH:38]=[CH:37][N:36]2[C:32]([C:29]3[CH:28]=[CH:27][C:26]4[C:31](=[C:22]([O:21][C@H:18]5[CH2:19][CH2:20][NH:15][CH2:16][C@H:17]5[OH:46])[CH:23]=[CH:24][CH:25]=4)[N:30]=3)=[CH:33][N:34]=[C:35]2[CH:40]=1. (3) Given the reactants [Cl:1][C:2]1[CH:7]=[CH:6][C:5]([C:8]2[CH:13]=[N:12][C:11](I)=[CH:10][N:9]=2)=[CH:4][CH:3]=1.[C:15]([C:17]1[CH:30]=[CH:29][C:20]([O:21][CH2:22][CH2:23][N:24]2[CH2:28][CH2:27][CH2:26][CH2:25]2)=[CH:19][CH:18]=1)#[CH:16].C(N(CC)CC)C, predict the reaction product. The product is: [Cl:1][C:2]1[CH:7]=[CH:6][C:5]([C:8]2[CH:13]=[N:12][C:11]([C:16]#[C:15][C:17]3[CH:18]=[CH:19][C:20]([O:21][CH2:22][CH2:23][N:24]4[CH2:28][CH2:27][CH2:26][CH2:25]4)=[CH:29][CH:30]=3)=[CH:10][N:9]=2)=[CH:4][CH:3]=1. (4) Given the reactants [Cl:1][C:2]1[CH:3]=[C:4]([C:12]2[O:16][N:15]=[C:14]([C:17]3[CH:18]=[CH:19][CH:20]=[C:21]4[C:25]=3[N:24]([CH3:26])[CH:23]=[C:22]4/[CH:27]=[CH:28]/[O:29]C)[N:13]=2)[CH:5]=[CH:6][C:7]=1[O:8][CH:9]([CH3:11])[CH3:10].Cl, predict the reaction product. The product is: [Cl:1][C:2]1[CH:3]=[C:4]([C:12]2[O:16][N:15]=[C:14]([C:17]3[CH:18]=[CH:19][CH:20]=[C:21]4[C:25]=3[N:24]([CH3:26])[CH:23]=[C:22]4[CH2:27][CH:28]=[O:29])[N:13]=2)[CH:5]=[CH:6][C:7]=1[O:8][CH:9]([CH3:10])[CH3:11]. (5) Given the reactants [Cl:1][C:2]1[C:3]2[C:10]3[CH2:11][CH2:12][CH:13]([C:15]([OH:17])=O)[CH2:14][C:9]=3[S:8][C:4]=2[N:5]=[CH:6][N:7]=1.[CH:18]([NH:21]C(C)C)([CH3:20])[CH3:19].C(N)(C)C.C(P1(=O)OP(CCC)(=O)OP(CCC)(=O)O1)CC.C(P(OP(CCC)=O)=O)CC.[Cl-].[Na+], predict the reaction product. The product is: [Cl:1][C:2]1[C:3]2[C:10]3[CH2:11][CH2:12][CH:13]([C:15]([NH:21][CH:18]([CH3:20])[CH3:19])=[O:17])[CH2:14][C:9]=3[S:8][C:4]=2[N:5]=[CH:6][N:7]=1. (6) Given the reactants [CH:1]1([C:6]2[C:14]3[C:9](=[CH:10]C(C(O)=O)=C[CH:13]=3)[N:8](C)[C:7]=2[C:19]2[CH:24]=[CH:23][CH:22]=[CH:21][N:20]=2)[CH2:5][CH2:4][CH2:3][CH2:2]1.C[O:26][C:27](=[O:45])/[CH:28]=[CH:29]/[C:30]1[CH:44]=[CH:43][C:33]2[N:34]([CH3:42])[C:35]([C:37]3([NH2:41])[CH2:40][CH2:39][CH2:38]3)=[N:36][C:32]=2[CH:31]=1.C[O:47][C:48](=O)/[CH:49]=[CH:50]/C1C=CC(NC)=C(N)C=1.[CH3:61]N(C(ON1N=NC2C=CC=NC1=2)=[N+](C)C)C.F[P-](F)(F)(F)(F)F.CCN(CC)CC.[OH-].[Na+], predict the reaction product. The product is: [CH:1]1([C:6]2[C:14]3[C:9](=[CH:10][C:49]([C:48]([NH:41][C:37]4([C:35]5[N:34]([CH3:42])[C:33]6[CH:43]=[CH:44][C:30](/[CH:29]=[CH:28]/[C:27]([OH:26])=[O:45])=[CH:31][C:32]=6[N:36]=5)[CH2:38][CH2:39][CH2:40]4)=[O:47])=[CH:50][CH:13]=3)[N:8]([CH3:61])[C:7]=2[C:19]2[CH:24]=[CH:23][CH:22]=[CH:21][N:20]=2)[CH2:5][CH2:4][CH2:3][CH2:2]1. (7) The product is: [CH2:13]([O:20][C:21]1[CH:22]=[C:23]([NH:27][C:9](=[O:11])[CH:8]([OH:12])[CH2:7][CH:1]2[CH2:2][CH2:3][CH2:4][CH2:5][CH2:6]2)[CH:24]=[CH:25][CH:26]=1)[C:14]1[CH:15]=[CH:16][CH:17]=[CH:18][CH:19]=1. Given the reactants [CH:1]1([CH2:7][CH:8]([OH:12])[C:9]([OH:11])=O)[CH2:6][CH2:5][CH2:4][CH2:3][CH2:2]1.[CH2:13]([O:20][C:21]1[CH:22]=[C:23]([NH2:27])[CH:24]=[CH:25][CH:26]=1)[C:14]1[CH:19]=[CH:18][CH:17]=[CH:16][CH:15]=1.OC1C2N=NNC=2C=CC=1.CN(C)CCCN=C=NCC.CN1CCOCC1, predict the reaction product. (8) Given the reactants C(O[C:6](=O)[N:7]([C@H:9]([CH2:27][C:28]1[CH:33]=[CH:32][CH:31]=[CH:30][CH:29]=1)[C:10]([N:12]1[CH2:17][CH2:16][C:15]([C:18]2[CH:23]=[C:22]([F:24])[CH:21]=[CH:20][C:19]=2[O:25][CH3:26])=[CH:14][CH2:13]1)=[O:11])C)(C)(C)C.[ClH:35].O1CCOCC1, predict the reaction product. The product is: [ClH:35].[F:24][C:22]1[CH:21]=[CH:20][C:19]([O:25][CH3:26])=[C:18]([C:15]2[CH2:16][CH2:17][N:12]([C:10](=[O:11])[C@H:9]([NH:7][CH3:6])[CH2:27][C:28]3[CH:29]=[CH:30][CH:31]=[CH:32][CH:33]=3)[CH2:13][CH:14]=2)[CH:23]=1. (9) Given the reactants [Br:1][C:2]1[CH:3]=[C:4]2[C:9](=[CH:10][CH:11]=1)[N:8]=[CH:7][C:6]([N:12]1[CH2:17][CH2:16][NH:15][CH2:14][CH2:13]1)=[C:5]2[Cl:18].C(N(CC)CC)C.[C:26](Cl)(=[O:28])[CH3:27], predict the reaction product. The product is: [Br:1][C:2]1[CH:3]=[C:4]2[C:9](=[CH:10][CH:11]=1)[N:8]=[CH:7][C:6]([N:12]1[CH2:13][CH2:14][N:15]([C:26](=[O:28])[CH3:27])[CH2:16][CH2:17]1)=[C:5]2[Cl:18].